This data is from Full USPTO retrosynthesis dataset with 1.9M reactions from patents (1976-2016). The task is: Predict the reactants needed to synthesize the given product. (1) The reactants are: [Cl:1][C:2]1[CH:3]=[C:4]([NH2:10])[C:5]([NH2:9])=[CH:6][C:7]=1[Cl:8].[F:11][C:12]([F:20])([C:16]([F:19])([F:18])[F:17])[C:13](O)=O.Cl.C(=O)(O)[O-].[Na+]. Given the product [Cl:1][C:2]1[C:7]([Cl:8])=[CH:6][C:5]2[NH:9][C:13]([C:12]([F:20])([F:11])[C:16]([F:19])([F:18])[F:17])=[N:10][C:4]=2[CH:3]=1, predict the reactants needed to synthesize it. (2) Given the product [F:1][C:2]([F:24])([C:10]([F:25])([F:23])[CH2:11][O:12][CH2:13][CH2:14][CH2:15][C:16]1[CH:21]=[CH:20][CH:19]=[CH:18][CH:17]=1)[CH2:3][CH2:4][CH2:5][OH:7], predict the reactants needed to synthesize it. The reactants are: [F:1][C:2]([F:24])([CH:10]([F:23])[CH:11](F)[O:12][CH2:13][CH2:14][CH2:15][C:16]1[CH:21]=[CH:20][CH:19]=[CH:18][CH:17]=1)[CH2:3][CH2:4][C:5]([O:7]CC)=O.[F:25]C(F)(CCC1C=CC=CC=1)CO. (3) Given the product [F:34][C:25]1[CH:24]=[CH:29][C:28]([C:30]([F:31])([F:32])[F:33])=[CH:27][C:26]=1[CH:14]1[CH2:13][C:12]2([CH2:15][CH2:16][NH:17][CH2:18][CH2:19]2)[C:11](=[O:20])[N:10]1[C:7]1[CH:8]=[CH:9][C:4]([O:3][C:2]([F:1])([F:21])[F:22])=[CH:5][CH:6]=1, predict the reactants needed to synthesize it. The reactants are: [F:1][C:2]([F:22])([F:21])[O:3][C:4]1[CH:9]=[CH:8][C:7]([N:10]2[CH2:14][CH2:13][C:12]3([CH2:19][CH2:18][NH:17][CH2:16][CH2:15]3)[C:11]2=[O:20])=[CH:6][CH:5]=1.Br[C:24]1[CH:29]=[C:28]([C:30]([F:33])([F:32])[F:31])[CH:27]=[CH:26][C:25]=1[F:34].